Dataset: Reaction yield outcomes from USPTO patents with 853,638 reactions. Task: Predict the reaction yield, written as a fraction of the theoretical maximum amount of product (1.0 means a 100% yield; for example, 0.34 means a 34% yield). (1) The reactants are [NH2:1][CH2:2][C:3]1[S:4][CH:5]=[CH:6][CH:7]=1.CCN(C(C)C)[CH:11]([CH3:13])[CH3:12].[CH2:17](Br)[CH:18]=[CH2:19]. No catalyst specified. The product is [CH2:13]([N:1]([CH2:19][CH:18]=[CH2:17])[CH2:2][C:3]1[S:4][CH:5]=[CH:6][CH:7]=1)[CH:11]=[CH2:12]. The yield is 0.800. (2) The reactants are [CH2:1]([N:3]([CH2:7][CH3:8])[CH2:4][CH2:5][NH2:6])[CH3:2].S=[C:10]1[CH2:14][S:13][C:12](=[O:15])[NH:11]1.[CH:16]([C:18]1[CH:36]=[CH:35][C:21]([O:22][C:23]2[CH:30]=[CH:29][C:28]([C:31]([F:34])([F:33])[F:32])=[CH:27][C:24]=2[C:25]#[N:26])=[C:20]([O:37][CH3:38])[CH:19]=1)=O.[Cl-].[NH4+]. The catalyst is C(O)C.CC(C)([O-])C.[K+]. The product is [CH2:1]([N:3]([CH2:7][CH3:8])[CH2:4][CH2:5][NH:6][C:10]1=[N:11][C:12](=[O:15])[S:13]/[C:14]/1=[CH:16]\[C:18]1[CH:36]=[CH:35][C:21]([O:22][C:23]2[CH:30]=[CH:29][C:28]([C:31]([F:32])([F:33])[F:34])=[CH:27][C:24]=2[C:25]#[N:26])=[C:20]([O:37][CH3:38])[CH:19]=1)[CH3:2]. The yield is 0.260. (3) The reactants are [CH2:1]([O:3][C:4]1[C:5]([C:15]([F:18])([F:17])[F:16])=[CH:6][C:7]([N+:12]([O-])=O)=[C:8]([CH:11]=1)[C:9]#[N:10])[CH3:2]. The catalyst is CO.Cl.[Fe]. The product is [NH2:12][C:7]1[CH:6]=[C:5]([C:15]([F:17])([F:18])[F:16])[C:4]([O:3][CH2:1][CH3:2])=[CH:11][C:8]=1[C:9]#[N:10]. The yield is 0.840. (4) The reactants are [C:1]([C:3]1[CH:4]=[C:5]2[C:10](=[CH:11][C:12]=1[O:13][C:14]1[CH:22]=[CH:21][C:17]([C:18](O)=[O:19])=[CH:16][CH:15]=1)[O:9][CH2:8][CH2:7][CH:6]2[C:23]([O:25][CH3:26])=[O:24])#[N:2].Cl.Cl.[CH3:29][N:30]([CH2:32][C:33]1[CH:38]=[CH:37][C:36]([CH2:39][CH2:40][NH2:41])=[CH:35][CH:34]=1)[CH3:31].F[P-](F)(F)(F)(F)F.N1(OC(N(C)C)=[N+](C)C)C2N=CC=CC=2N=N1.C(N(CC)C(C)C)(C)C. The catalyst is CN(C)C=O. The product is [C:1]([C:3]1[CH:4]=[C:5]2[C:10](=[CH:11][C:12]=1[O:13][C:14]1[CH:22]=[CH:21][C:17]([C:18](=[O:19])[NH:41][CH2:40][CH2:39][C:36]3[CH:37]=[CH:38][C:33]([CH2:32][N:30]([CH3:31])[CH3:29])=[CH:34][CH:35]=3)=[CH:16][CH:15]=1)[O:9][CH2:8][CH2:7][CH:6]2[C:23]([O:25][CH3:26])=[O:24])#[N:2]. The yield is 0.570. (5) The reactants are [O:1]=[C:2]1[C:11]2[C:6](=[CH:7][CH:8]=[CH:9][CH:10]=2)[C:5]2[CH2:12][C:13]3[CH:14]=[C:15]([NH2:19])[CH:16]=[CH:17][C:18]=3[C:4]=2[NH:3]1.[Cl:20][CH2:21][C:22](Cl)=[O:23]. The catalyst is C([O-])(O)=O.[Na+].C(OCC)(=O)C. The product is [O:1]=[C:2]1[C:11]2[C:6](=[CH:7][CH:8]=[CH:9][CH:10]=2)[C:5]2[CH2:12][C:13]3[CH:14]=[C:15]([NH:19][C:22](=[O:23])[CH2:21][Cl:20])[CH:16]=[CH:17][C:18]=3[C:4]=2[NH:3]1. The yield is 0.820.